Predict the reactants needed to synthesize the given product. From a dataset of Full USPTO retrosynthesis dataset with 1.9M reactions from patents (1976-2016). (1) Given the product [Cl:1][C:2]1[CH:3]=[CH:4][C:5]([C:8]2([C:11]([N:13]3[CH2:17][C@@H:16]([C:18]4[CH:19]=[CH:20][CH:21]=[CH:22][CH:23]=4)[C@H:15]([C:24]([OH:26])=[O:25])[CH2:14]3)=[O:12])[CH2:10][CH2:9]2)=[CH:6][CH:7]=1, predict the reactants needed to synthesize it. The reactants are: [Cl:1][C:2]1[CH:7]=[CH:6][C:5]([C:8]2([C:11]([N:13]3[CH2:17][C@@H:16]([C:18]4[CH:23]=[CH:22][CH:21]=[CH:20][CH:19]=4)[C@H:15]([C:24]([O:26]C)=[O:25])[CH2:14]3)=[O:12])[CH2:10][CH2:9]2)=[CH:4][CH:3]=1.O1CCCC1.[OH-].[Li+].O. (2) Given the product [C:1]([C:3]1[CH:4]=[CH:5][C:6]([CH2:9][CH2:10][C:11]2[C:15]3[C:16](=[O:30])[N:17]([C:24]4[CH:25]=[CH:26][CH:27]=[CH:28][CH:29]=4)[C:18]4[N:19]=[CH:20][CH:21]=[CH:22][C:23]=4[C:14]=3[NH:13][N:12]=2)=[CH:7][CH:8]=1)([OH:32])=[O:36], predict the reactants needed to synthesize it. The reactants are: [C:1]([C:3]1[CH:8]=[CH:7][C:6]([CH2:9][CH2:10][C:11]2[C:15]3[C:16](=[O:30])[N:17]([C:24]4[CH:29]=[CH:28][CH:27]=[CH:26][CH:25]=4)[C:18]4[N:19]=[CH:20][CH:21]=[CH:22][C:23]=4[C:14]=3[NH:13][N:12]=2)=[CH:5][CH:4]=1)#N.S(=O)(=O)(O)[OH:32].[OH2:36]. (3) Given the product [CH2:1]([O:8][C:9]([N:11]1[C:19]2[C:14](=[CH:15][CH:16]=[CH:17][CH:18]=2)[CH:13]=[C:12]1[C:20](=[O:21])[NH:56][C:57]1[S:58][CH:59]=[C:60]([C:62]2[CH:63]=[CH:64][C:65]([C:66](=[O:67])[NH:68][CH:69]3[CH2:70][CH2:71]3)=[CH:72][CH:73]=2)[N:61]=1)=[O:10])[C:2]1[CH:3]=[CH:4][CH:5]=[CH:6][CH:7]=1, predict the reactants needed to synthesize it. The reactants are: [CH2:1]([O:8][C:9]([N:11]1[C:19]2[C:14](=[CH:15][CH:16]=[CH:17][CH:18]=2)[CH:13]=[C:12]1[C:20](O)=[O:21])=[O:10])[C:2]1[CH:7]=[CH:6][CH:5]=[CH:4][CH:3]=1.CN(C(ON1N=NC2C=CC=NC1=2)=[N+](C)C)C.F[P-](F)(F)(F)(F)F.CCN(C(C)C)C(C)C.[NH2:56][C:57]1[S:58][CH:59]=[C:60]([C:62]2[CH:73]=[CH:72][C:65]([C:66]([NH:68][CH:69]3[CH2:71][CH2:70]3)=[O:67])=[CH:64][CH:63]=2)[N:61]=1. (4) Given the product [OH:1][CH:2]1[CH2:11][CH2:10][C:9]2[CH:8]=[C:7]([C@H:12]3[CH2:16][CH2:15][C@@:14]4([N:19]([C:20]([O:21][C:22]([CH3:23])([CH3:25])[CH3:24])=[O:26])[C:29]([CH3:31])([CH3:30])[O:18][CH2:17]4)[CH2:13]3)[CH:6]=[CH:5][C:4]=2[CH2:3]1, predict the reactants needed to synthesize it. The reactants are: [OH:1][CH:2]1[CH2:11][CH2:10][C:9]2[CH:8]=[C:7]([C@H:12]3[CH2:16][CH2:15][C@:14]([NH:19][C:20](=[O:26])[O:21][C:22]([CH3:25])([CH3:24])[CH3:23])([CH2:17][OH:18])[CH2:13]3)[CH:6]=[CH:5][C:4]=2[CH2:3]1.CO[C:29](OC)([CH3:31])[CH3:30].B(F)(F)F.CCOCC. (5) Given the product [N:13]1[C:22]2[C:17](=[CH:18][CH:19]=[CH:20][CH:21]=2)[CH:16]=[C:15]([CH:23]=[CH:3][C:2](=[O:1])[CH3:10])[CH:14]=1, predict the reactants needed to synthesize it. The reactants are: [O:1]=[C:2]([CH3:10])[CH2:3]P(=O)(OC)OC.[Li+].[Cl-].[N:13]1[C:22]2[C:17](=[CH:18][CH:19]=[CH:20][CH:21]=2)[CH:16]=[C:15]([CH:23]=O)[CH:14]=1.C1CCN2C(=NCCC2)CC1. (6) Given the product [Cl:14][C:9]1[CH:8]=[C:7]([CH:12]=[CH:11][C:10]=1[Cl:13])[O:6][CH2:5][CH2:4][CH2:3][CH2:2][NH:16][CH3:15], predict the reactants needed to synthesize it. The reactants are: Br[CH2:2][CH2:3][CH2:4][CH2:5][O:6][C:7]1[CH:12]=[CH:11][C:10]([Cl:13])=[C:9]([Cl:14])[CH:8]=1.[CH3:15][NH2:16].[O-2].[Ca+2]. (7) Given the product [NH2:1][C:2]1[CH:10]=[CH:9][C:8]([CH3:11])=[CH:7][C:3]=1[C:4]([NH:12][CH2:13][CH2:14][CH2:15][C@H:16]1[O:20][C:19](=[O:21])[N:18]([C:22]2[CH:23]=[CH:24][C:25]3[S:30][CH2:29][C:28](=[O:31])[NH:27][C:26]=3[CH:32]=2)[CH2:17]1)=[O:6], predict the reactants needed to synthesize it. The reactants are: [NH2:1][C:2]1[CH:10]=[CH:9][C:8]([CH3:11])=[CH:7][C:3]=1[C:4]([OH:6])=O.[NH2:12][CH2:13][CH2:14][CH2:15][C@H:16]1[O:20][C:19](=[O:21])[N:18]([C:22]2[CH:23]=[CH:24][C:25]3[S:30][CH2:29][C:28](=[O:31])[NH:27][C:26]=3[CH:32]=2)[CH2:17]1. (8) Given the product [CH3:1][O:2][C:3]1[CH:4]=[C:5]2[C:10](=[CH:11][CH:12]=1)[N:9]=[C:8]([NH:13][CH2:14][CH2:15][CH2:16][NH:17][CH2:24][C:21]1[CH:22]=[CH:23][S:19][CH:20]=1)[CH:7]=[C:6]2[CH3:18], predict the reactants needed to synthesize it. The reactants are: [CH3:1][O:2][C:3]1[CH:4]=[C:5]2[C:10](=[CH:11][CH:12]=1)[N:9]=[C:8]([NH:13][CH2:14][CH2:15][CH2:16][NH2:17])[CH:7]=[C:6]2[CH3:18].[S:19]1[CH:23]=[CH:22][C:21]([CH:24]=O)=[CH:20]1. (9) Given the product [S:1]1[C:5]2[CH:6]=[C:7]([NH:10][C:11]3[CH:26]=[C:25]([NH:27][CH:28]([CH3:30])[CH3:29])[C:14]([C:15]([NH:17][CH:18]4[CH2:23][CH2:22][N:31]5[N:32]=[N:33][N:42]=[C:21]5[CH2:20][CH2:19]4)=[O:16])=[CH:13][N:12]=3)[CH:8]=[CH:9][C:4]=2[N:3]=[CH:2]1, predict the reactants needed to synthesize it. The reactants are: [S:1]1[C:5]2[CH:6]=[C:7]([NH:10][C:11]3[CH:26]=[C:25]([NH:27][CH:28]([CH3:30])[CH3:29])[C:14]([C:15]([NH:17][CH:18]4[CH2:23][CH2:22][C:21](=O)[CH2:20][CH2:19]4)=[O:16])=[CH:13][N:12]=3)[CH:8]=[CH:9][C:4]=2[N:3]=[CH:2]1.[N-:31]=[N+:32]=[N-:33].[Na+].[Si](Cl)(Cl)(Cl)Cl.C(#[N:42])C.